From a dataset of Reaction yield outcomes from USPTO patents with 853,638 reactions. Predict the reaction yield, written as a fraction of the theoretical maximum amount of product (1.0 means a 100% yield; for example, 0.34 means a 34% yield). (1) The reactants are [Br:1][C:2]1[CH:3]=[C:4]2[C:9](=[CH:10][CH:11]=1)[N:8]=[CH:7][C:6]([N+:12]([O-])=O)=[C:5]2[NH:15][C:16]1[CH:21]=[CH:20][C:19]([N:22]2[CH2:27][CH2:26][CH:25]([C:28]([O:30][CH3:31])=[O:29])[CH2:24][CH2:23]2)=[C:18]([C:32]([F:35])([F:34])[F:33])[CH:17]=1.O.O.[Sn](Cl)Cl.C([O-])(O)=O.[Na+]. The catalyst is O1CCOCC1. The product is [NH2:12][C:6]1[CH:7]=[N:8][C:9]2[C:4]([C:5]=1[NH:15][C:16]1[CH:21]=[CH:20][C:19]([N:22]3[CH2:23][CH2:24][CH:25]([C:28]([O:30][CH3:31])=[O:29])[CH2:26][CH2:27]3)=[C:18]([C:32]([F:33])([F:35])[F:34])[CH:17]=1)=[CH:3][C:2]([Br:1])=[CH:11][CH:10]=2. The yield is 0.730. (2) The reactants are [F:1][C:2]1[CH:8]=[CH:7][C:5]([NH2:6])=[CH:4][CH:3]=1.S(C1C=CC(C)=CC=1)(O[CH2:13][CH2:14][F:15])(=O)=O. The catalyst is CN(C=O)C.C(OCC)(=O)C. The product is [F:15][CH2:14][CH2:13][NH:6][C:5]1[CH:7]=[CH:8][C:2]([F:1])=[CH:3][CH:4]=1. The yield is 0.200. (3) The reactants are CN(C)C=O.[CH3:6][C:7]1[CH:16]=[CH:15][C:14]2[C:9](=[CH:10][CH:11]=[C:12]([OH:17])[CH:13]=2)[N:8]=1.[Br:18][C:19]1[CH:24]=[C:23]([N+:25]([O-:27])=[O:26])[CH:22]=[C:21]([Br:28])[C:20]=1I.C(=O)([O-])[O-].[K+].[K+]. The catalyst is C(OCC)C. The product is [Br:18][C:19]1[CH:24]=[C:23]([N+:25]([O-:27])=[O:26])[CH:22]=[C:21]([Br:28])[C:20]=1[O:17][C:12]1[CH:13]=[C:14]2[C:9](=[CH:10][CH:11]=1)[N:8]=[C:7]([CH3:6])[CH:16]=[CH:15]2. The yield is 0.680. (4) The reactants are [CH3:1][N:2]1[CH2:15][CH2:14][C:5]2[NH:6][C:7]3[CH:8]=[CH:9][C:10]([CH3:13])=[CH:11][C:12]=3[C:4]=2[CH2:3]1.[OH-].[K+].Br[CH2:19][CH2:20][C:21]1[CH:26]=[CH:25][C:24]([O:27][C:28]([CH3:31])([CH3:30])[CH3:29])=[CH:23][CH:22]=1. The catalyst is CN1CCCC1=O.O. The product is [C:28]([O:27][C:24]1[CH:23]=[CH:22][C:21]([CH2:20][CH2:19][N:6]2[C:7]3[CH:8]=[CH:9][C:10]([CH3:13])=[CH:11][C:12]=3[C:4]3[CH2:3][N:2]([CH3:1])[CH2:15][CH2:14][C:5]2=3)=[CH:26][CH:25]=1)([CH3:30])([CH3:29])[CH3:31]. The yield is 0.0600.